From a dataset of Forward reaction prediction with 1.9M reactions from USPTO patents (1976-2016). Predict the product of the given reaction. (1) Given the reactants [Br:1][C:2]1[C:7]([F:8])=[CH:6][C:5](/[C:9](/[C:19]2[CH:24]=[CH:23][N:22]=[CH:21][CH:20]=2)=[N:10]\[NH:11]C(OC(C)(C)C)=O)=[C:4](F)[CH:3]=1.C1CCN2C(=NCCC2)CC1, predict the reaction product. The product is: [Br:1][C:2]1[CH:3]=[C:4]2[C:5]([C:9]([C:19]3[CH:24]=[CH:23][N:22]=[CH:21][CH:20]=3)=[N:10][NH:11]2)=[CH:6][C:7]=1[F:8]. (2) The product is: [CH2:28]([N:22]1[CH2:21][C@@H:20]([CH3:25])[N:16]2[C:17]3[CH:18]=[CH:19][C:11]([O:10][CH:7]4[CH2:8][CH2:9][N:4]([CH:1]([CH3:3])[CH3:2])[CH2:5][CH2:6]4)=[CH:12][C:13]=3[CH:14]=[C:15]2[C:23]1=[O:24])[C:29]1[CH:34]=[CH:33][CH:32]=[CH:31][CH:30]=1. Given the reactants [CH:1]([N:4]1[CH2:9][CH2:8][CH:7]([O:10][C:11]2[CH:19]=[CH:18][C:17]3[N:16]4[C@H:20]([CH3:25])[CH2:21][NH:22][C:23](=[O:24])[C:15]4=[CH:14][C:13]=3[CH:12]=2)[CH2:6][CH2:5]1)([CH3:3])[CH3:2].[H-].[Na+].[CH2:28](Br)[C:29]1[CH:34]=[CH:33][CH:32]=[CH:31][CH:30]=1, predict the reaction product. (3) Given the reactants C([O:5][C:6](=[O:26])[C:7]1[CH:12]=[CH:11][C:10]([CH2:13][N:14]2[N:18]=[N:17][C:16]([C:19]3[CH:24]=[CH:23][CH:22]=[C:21]([I:25])[CH:20]=3)=[N:15]2)=[CH:9][CH:8]=1)(C)(C)C.FC(F)(F)C(O)=O, predict the reaction product. The product is: [I:25][C:21]1[CH:20]=[C:19]([C:16]2[N:17]=[N:18][N:14]([CH2:13][C:10]3[CH:9]=[CH:8][C:7]([C:6]([OH:26])=[O:5])=[CH:12][CH:11]=3)[N:15]=2)[CH:24]=[CH:23][CH:22]=1.